From a dataset of Forward reaction prediction with 1.9M reactions from USPTO patents (1976-2016). Predict the product of the given reaction. (1) The product is: [F:1][C:2]1[CH:3]=[C:4]([CH:8]=[CH:9][C:10]=1[O:11][C:12]1[CH:17]=[C:16]([C:18]2[NH:19][C:20]([C:23]3[S:24][CH:25]=[CH:26][N:27]=3)=[CH:21][CH:22]=2)[CH:15]=[C:14]([O:28][C@@H:29]([CH3:33])[CH2:30][O:31][CH3:32])[CH:13]=1)[C:5]([N:36]([CH3:37])[CH3:35])=[O:7]. Given the reactants [F:1][C:2]1[CH:3]=[C:4]([CH:8]=[CH:9][C:10]=1[O:11][C:12]1[CH:17]=[C:16]([C:18]2[NH:19][C:20]([C:23]3[S:24][CH:25]=[CH:26][N:27]=3)=[CH:21][CH:22]=2)[CH:15]=[C:14]([O:28][C@@H:29]([CH3:33])[CH2:30][O:31][CH3:32])[CH:13]=1)[C:5]([OH:7])=O.Cl.[CH3:35][NH:36][CH3:37].CN(C(ON1N=NC2C=CC=NC1=2)=[N+](C)C)C.F[P-](F)(F)(F)(F)F.C(N(CC)C(C)C)(C)C, predict the reaction product. (2) Given the reactants [C:1](Cl)(=O)[CH2:2][CH3:3].[CH2:6]([O:8][C:9](=[O:33])[C:10]1[CH:15]=[CH:14][CH:13]=[C:12]([S:16][C:17]2[C:25]3[C:20](=[C:21]([F:27])[C:22]([Cl:26])=[CH:23][CH:24]=3)[N:19]([C:28](=[NH:31])[NH:29][OH:30])[C:18]=2[CH3:32])[CH:11]=1)[CH3:7], predict the reaction product. The product is: [CH2:6]([O:8][C:9](=[O:33])[C:10]1[CH:15]=[CH:14][CH:13]=[C:12]([S:16][C:17]2[C:25]3[C:20](=[C:21]([F:27])[C:22]([Cl:26])=[CH:23][CH:24]=3)[N:19]([C:28]3[N:31]=[C:1]([CH2:2][CH3:3])[O:30][N:29]=3)[C:18]=2[CH3:32])[CH:11]=1)[CH3:7]. (3) Given the reactants C(OC(=O)[NH:7][CH:8]1[CH2:13][CH2:12][N:11]([CH2:14][CH2:15][N:16]2[C:21](=[O:22])[CH:20]=[N:19][C:18]3[CH:23]=[CH:24][C:25]([O:27][CH3:28])=[N:26][C:17]2=3)[CH2:10][CH2:9]1)(C)(C)C.C(O)(C(F)(F)F)=O.NC1CCN(CCN2C3C(=CC(C#N)=CC=3)N=CC2=O)CC1, predict the reaction product. The product is: [NH2:7][CH:8]1[CH2:9][CH2:10][N:11]([CH2:14][CH2:15][N:16]2[C:21](=[O:22])[CH:20]=[N:19][C:18]3[CH:23]=[CH:24][C:25]([O:27][CH3:28])=[N:26][C:17]2=3)[CH2:12][CH2:13]1. (4) Given the reactants C([O:3][C:4](=[O:33])[CH:5]=[C:6]([C:8]1[S:12][C:11]2[CH:13]=[CH:14][CH:15]=[C:16]([C:17]3[CH:22]=[C:21]([CH:23]([CH3:25])[CH3:24])[CH:20]=[C:19]([CH:26]([CH3:28])[CH3:27])[C:18]=3[O:29][CH2:30][CH2:31][CH3:32])[C:10]=2[CH:9]=1)[CH3:7])C.C1COCC1.[Li+].[OH-], predict the reaction product. The product is: [CH2:30]([O:29][C:18]1[C:19]([CH:26]([CH3:28])[CH3:27])=[CH:20][C:21]([CH:23]([CH3:24])[CH3:25])=[CH:22][C:17]=1[C:16]1[C:10]2[CH:9]=[C:8]([C:6]([CH3:7])=[CH:5][C:4]([OH:33])=[O:3])[S:12][C:11]=2[CH:13]=[CH:14][CH:15]=1)[CH2:31][CH3:32]. (5) Given the reactants [CH3:1][O:2][C:3](=[O:39])[NH:4][C@H:5]([C:9]([N:11]1[CH2:15][CH2:14][CH2:13][C@H:12]1[C:16]1[NH:17][CH:18]=[C:19]([C:21]2[CH:26]=[CH:25][C:24]([C:27]3[CH:32]=[C:31]([Cl:33])[C:30]([NH2:34])=[CH:29][C:28]=3[C:35]([F:38])([F:37])[F:36])=[CH:23][CH:22]=2)[N:20]=1)=[O:10])[CH:6]([CH3:8])[CH3:7].[F:40][C:41]1[CH:46]=[CH:45][C:44]([C:47](Cl)=[O:48])=[CH:43][N:42]=1, predict the reaction product. The product is: [CH3:1][O:2][C:3](=[O:39])[NH:4][C@H:5]([C:9]([N:11]1[CH2:15][CH2:14][CH2:13][C@H:12]1[C:16]1[NH:17][CH:18]=[C:19]([C:21]2[CH:22]=[CH:23][C:24]([C:27]3[CH:32]=[C:31]([Cl:33])[C:30]([NH:34][C:47]([C:44]4[CH:43]=[N:42][C:41]([F:40])=[CH:46][CH:45]=4)=[O:48])=[CH:29][C:28]=3[C:35]([F:37])([F:38])[F:36])=[CH:25][CH:26]=2)[N:20]=1)=[O:10])[CH:6]([CH3:8])[CH3:7]. (6) Given the reactants [OH-].[K+].[NH2:3][C:4]1[C:12]2[C:11]([C:13]3[CH:18]=[CH:17][CH:16]=[C:15]([NH2:19])[CH:14]=3)=[N:10][C:9]([C:20]3[CH:25]=[CH:24][CH:23]=[CH:22][CH:21]=3)=[N:8][C:7]=2[S:6][C:5]=1[C:26]([O:28]CC)=[O:27], predict the reaction product. The product is: [NH2:3][C:4]1[C:12]2[C:11]([C:13]3[CH:18]=[CH:17][CH:16]=[C:15]([NH2:19])[CH:14]=3)=[N:10][C:9]([C:20]3[CH:25]=[CH:24][CH:23]=[CH:22][CH:21]=3)=[N:8][C:7]=2[S:6][C:5]=1[C:26]([OH:28])=[O:27]. (7) Given the reactants Cl[C:2]1[CH:3]=[C:4]([CH:9]=[C:10]([CH3:12])[N:11]=1)[C:5]([O:7]C)=[O:6].B(O)O.[F:16][C:17]1[CH:37]=[CH:36][C:20]([O:21][C:22]2[CH:27]=[CH:26][C:25](CC(C(O)(C)C)(C)O)=[CH:24][CH:23]=2)=[CH:19][CH:18]=1.C(=O)([O-])[O-].[Na+].[Na+].COCCOC, predict the reaction product. The product is: [F:16][C:17]1[CH:37]=[CH:36][C:20]([O:21][C:22]2[CH:27]=[CH:26][C:25]([C:2]3[CH:3]=[C:4]([CH:9]=[C:10]([CH3:12])[N:11]=3)[C:5]([OH:7])=[O:6])=[CH:24][CH:23]=2)=[CH:19][CH:18]=1.